From a dataset of Reaction yield outcomes from USPTO patents with 853,638 reactions. Predict the reaction yield, written as a fraction of the theoretical maximum amount of product (1.0 means a 100% yield; for example, 0.34 means a 34% yield). The reactants are [CH:1]([O:4][C:5]([C:7]1[C@@H:8]([C:35]2[CH:40]=[CH:39][CH:38]=[C:37]([N+:41]([O-:43])=[O:42])[CH:36]=2)[C:9]([C:15]([O:17][CH:18]2[CH2:21][N:20]([CH:22]([C:29]3[CH:34]=[CH:33][CH:32]=[CH:31][CH:30]=3)[C:23]3[CH:28]=[CH:27][CH:26]=[CH:25][CH:24]=3)[CH2:19]2)=[O:16])=[C:10]([NH2:14])[NH:11][C:12]=1[CH3:13])=[O:6])([CH3:3])[CH3:2].[ClH:44]. The catalyst is C(OCC)(=O)C. The product is [OH2:4].[OH2:4].[ClH:44].[ClH:44].[CH:1]([O:4][C:5]([C:7]1[C@@H:8]([C:35]2[CH:40]=[CH:39][CH:38]=[C:37]([N+:41]([O-:43])=[O:42])[CH:36]=2)[C:9]([C:15]([O:17][CH:18]2[CH2:19][N:20]([CH:22]([C:29]3[CH:34]=[CH:33][CH:32]=[CH:31][CH:30]=3)[C:23]3[CH:28]=[CH:27][CH:26]=[CH:25][CH:24]=3)[CH2:21]2)=[O:16])=[C:10]([NH2:14])[NH:11][C:12]=1[CH3:13])=[O:6])([CH3:3])[CH3:2]. The yield is 0.890.